From a dataset of Peptide-MHC class II binding affinity with 134,281 pairs from IEDB. Regression. Given a peptide amino acid sequence and an MHC pseudo amino acid sequence, predict their binding affinity value. This is MHC class II binding data. (1) The peptide sequence is LRPTFDTRLMRLEDE. The MHC is HLA-DPA10201-DPB10501 with pseudo-sequence HLA-DPA10201-DPB10501. The binding affinity (normalized) is 0.224. (2) The peptide sequence is LMTSPKWVQMCSRTL. The MHC is DRB1_0404 with pseudo-sequence DRB1_0404. The binding affinity (normalized) is 0.381. (3) The peptide sequence is DSEEPLQGPFNFRFL. The MHC is HLA-DPA10103-DPB10401 with pseudo-sequence HLA-DPA10103-DPB10401. The binding affinity (normalized) is 0.193. (4) The peptide sequence is INEPTAAAIAYGLDG. The MHC is HLA-DQA10501-DQB10301 with pseudo-sequence HLA-DQA10501-DQB10301. The binding affinity (normalized) is 0.706. (5) The peptide sequence is EDHWASRENSGGGVE. The MHC is HLA-DQA10102-DQB10501 with pseudo-sequence HLA-DQA10102-DQB10501. The binding affinity (normalized) is 0. (6) The peptide sequence is MIVDTISDFRAAIAN. The MHC is DRB1_0405 with pseudo-sequence DRB1_0405. The binding affinity (normalized) is 0.548. (7) The peptide sequence is QTSRLLMRRMRRPTG. The MHC is HLA-DQA10201-DQB10402 with pseudo-sequence HLA-DQA10201-DQB10402. The binding affinity (normalized) is 0.435.